Dataset: Forward reaction prediction with 1.9M reactions from USPTO patents (1976-2016). Task: Predict the product of the given reaction. (1) Given the reactants Cl.C[O:3][C:4](=[O:17])[C@H:5]([CH2:7][C:8]1[C:16]2[C:11](=[CH:12][CH:13]=[CH:14][CH:15]=2)[NH:10][CH:9]=1)[NH2:6], predict the reaction product. The product is: [NH2:6][C@H:5]([C:4]([OH:17])=[O:3])[CH2:7][C:8]1[C:16]2[C:11](=[CH:12][CH:13]=[CH:14][CH:15]=2)[NH:10][CH:9]=1. (2) Given the reactants [F:1][C:2]1[CH:7]=[CH:6][CH:5]=[CH:4][C:3]=1[C:8]1[CH:13]=[CH:12][CH:11]=[CH:10][C:9]=1[CH2:14][C:15]([O:17]CC)=[O:16].O.[OH-].[Li+], predict the reaction product. The product is: [F:1][C:2]1[CH:7]=[CH:6][CH:5]=[CH:4][C:3]=1[C:8]1[CH:13]=[CH:12][CH:11]=[CH:10][C:9]=1[CH2:14][C:15]([OH:17])=[O:16]. (3) Given the reactants Br[C:2]1[N:7]=[CH:6][C:5]([O:8][C@@H:9]2[CH2:13][CH2:12][NH:11][C:10]2=[O:14])=[CH:4][CH:3]=1.[CH2:15]([S-:17])[CH3:16].[Li+], predict the reaction product. The product is: [CH2:15]([S:17][C:2]1[N:7]=[CH:6][C:5]([O:8][C@@H:9]2[CH2:13][CH2:12][NH:11][C:10]2=[O:14])=[CH:4][CH:3]=1)[CH3:16]. (4) Given the reactants [Cl:1][C:2]1[C:11]2[C:6](=[CH:7][CH:8]=[C:9]([CH:12]([OH:24])[CH:13]3[CH2:16][N:15]([C:17]([O:19][C:20]([CH3:23])([CH3:22])[CH3:21])=[O:18])[CH2:14]3)[CH:10]=2)[N:5]=[C:4]([O:25][CH3:26])[C:3]=1[CH2:27][C:28]1[CH:33]=[CH:32][C:31]([C:34]([F:37])([F:36])[F:35])=[CH:30][CH:29]=1.O1CCOCC1, predict the reaction product. The product is: [C:20]([O:19][C:17]([N:15]1[CH2:14][CH:13]([C:12]([C:9]2[CH:10]=[C:11]3[C:6](=[CH:7][CH:8]=2)[N:5]=[C:4]([O:25][CH3:26])[C:3]([CH2:27][C:28]2[CH:33]=[CH:32][C:31]([C:34]([F:37])([F:36])[F:35])=[CH:30][CH:29]=2)=[C:2]3[Cl:1])=[O:24])[CH2:16]1)=[O:18])([CH3:23])([CH3:21])[CH3:22]. (5) Given the reactants [CH3:1][O:2][C:3]([C:5]1[CH:6]=[CH:7][C:8]2[CH2:14][CH2:13][CH2:12][CH:11]([N:15]([CH2:23][C:24]3[CH:29]=[CH:28][CH:27]=[CH:26][CH:25]=3)C(OC(C)(C)C)=O)[CH2:10][C:9]=2[CH:30]=1)=[O:4].FC(F)(F)C(O)=O, predict the reaction product. The product is: [CH3:1][O:2][C:3]([C:5]1[CH:6]=[CH:7][C:8]2[CH2:14][CH2:13][CH2:12][CH:11]([NH:15][CH2:23][C:24]3[CH:25]=[CH:26][CH:27]=[CH:28][CH:29]=3)[CH2:10][C:9]=2[CH:30]=1)=[O:4]. (6) Given the reactants [NH2:1][C:2](=[S:25])[C@@H:3]([O:17][Si](C(C)(C)C)(C)C)[C@@H:4]([NH:6][C:7](=[O:16])[O:8][CH2:9][C:10]1[CH:15]=[CH:14][CH:13]=[CH:12][CH:11]=1)[CH3:5].Cl[CH2:27][C:28](=O)[CH3:29], predict the reaction product. The product is: [OH:17][C@H:3]([C:2]1[S:25][CH:27]=[C:28]([CH3:29])[N:1]=1)[C@@H:4]([NH:6][C:7](=[O:16])[O:8][CH2:9][C:10]1[CH:11]=[CH:12][CH:13]=[CH:14][CH:15]=1)[CH3:5]. (7) Given the reactants F[C:2](F)(F)[C:3]([OH:5])=O.[N+:8]([C:11]1[CH:16]=[CH:15][C:14]([N:17]2[CH2:21][CH2:20][C@@H:19]([NH2:22])[CH2:18]2)=[CH:13][CH:12]=1)([O-:10])=[O:9].C([O-])(=O)C.[Na+].C(OC(=O)C)(=O)C, predict the reaction product. The product is: [N+:8]([C:11]1[CH:16]=[CH:15][C:14]([N:17]2[CH2:21][CH2:20][C@@H:19]([NH:22][C:3](=[O:5])[CH3:2])[CH2:18]2)=[CH:13][CH:12]=1)([O-:10])=[O:9].